This data is from Reaction yield outcomes from USPTO patents with 853,638 reactions. The task is: Predict the reaction yield, written as a fraction of the theoretical maximum amount of product (1.0 means a 100% yield; for example, 0.34 means a 34% yield). (1) The reactants are Br[CH2:2][CH2:3][CH2:4][CH2:5][CH2:6][Br:7].[C:8]([O:13][CH2:14][CH3:15])(=[O:12])[CH:9]([CH3:11])[CH3:10].[Li+].CC([N-]C(C)C)C. The catalyst is C1COCC1. The product is [Br:7][CH2:6][CH2:5][CH2:4][CH2:3][CH2:2][C:9]([CH3:11])([CH3:10])[C:8]([O:13][CH2:14][CH3:15])=[O:12]. The yield is 0.440. (2) The reactants are C1(C[N:8]2[CH2:13][CH2:12][O:11][CH2:10][C@@H:9]2[C:14]([NH:16][C@@H:17]([C:20](OC)=O)[CH2:18][OH:19])=O)C=CC=CC=1. The catalyst is CCO.CO.[Pd]. The product is [CH2:10]1[C@@H:9]2[CH2:14][NH:16][C@H:17]([CH2:18][OH:19])[CH2:20][N:8]2[CH2:13][CH2:12][O:11]1. The yield is 0.350.